Task: Predict the product of the given reaction.. Dataset: Forward reaction prediction with 1.9M reactions from USPTO patents (1976-2016) (1) Given the reactants C(O[C:7]1[CH:16]=[CH:15][C:14]2[C:9](=[CH:10][CH:11]=[CH:12][CH:13]=2)[C:8]=1[CH:17]=[O:18])CC(C)C.[OH:19][C:20]1[C:29]2[C:24](=[CH:25]C=CC=2)[C:23](C=O)=CC=1.BrCCC(C)C, predict the reaction product. The product is: [CH2:20]([O:19][C:15]1[C:14]2[C:9](=[CH:10][CH:11]=[CH:12][CH:13]=2)[C:8]([CH:17]=[O:18])=[CH:7][CH:16]=1)[CH2:29][CH:24]([CH3:25])[CH3:23]. (2) Given the reactants [C:1]([BH3-])#N.[Na+].[ClH:5].[C:6]1([C:27]2[CH:32]=[CH:31][CH:30]=[CH:29][CH:28]=2)[CH:11]=[CH:10][C:9]([CH2:12][CH2:13][NH:14][CH2:15][CH2:16][C:17]2[CH:22]=[CH:21][C:20]([O:23][CH3:24])=[C:19]([O:25][CH3:26])[CH:18]=2)=[CH:8][CH:7]=1.C=O, predict the reaction product. The product is: [ClH:5].[C:6]1([C:27]2[CH:28]=[CH:29][CH:30]=[CH:31][CH:32]=2)[CH:7]=[CH:8][C:9]([CH2:12][CH2:13][N:14]([CH2:15][CH2:16][C:17]2[CH:22]=[CH:21][C:20]([O:23][CH3:24])=[C:19]([O:25][CH3:26])[CH:18]=2)[CH3:1])=[CH:10][CH:11]=1. (3) The product is: [NH:12]1[C:20]2[C:15](=[CH:16][CH:17]=[C:18](/[CH:21]=[C:8]3/[C:9](=[O:11])[NH:10][C:5]4[C:6]/3=[N:7][C:2]([Cl:1])=[CH:3][CH:4]=4)[CH:19]=2)[CH:14]=[N:13]1. Given the reactants [Cl:1][C:2]1[N:7]=[C:6]2[CH2:8][C:9](=[O:11])[NH:10][C:5]2=[CH:4][CH:3]=1.[NH:12]1[C:20]2[C:15](=[CH:16][CH:17]=[C:18]([CH:21]=O)[CH:19]=2)[CH:14]=[N:13]1, predict the reaction product. (4) Given the reactants [Br:1][C:2]1[CH:3]=[C:4]([CH:8]=[CH:9][C:10]=1[OH:11])[C:5](O)=[O:6].S(Cl)([Cl:14])=O, predict the reaction product. The product is: [Br:1][C:2]1[CH:3]=[C:4]([CH:8]=[CH:9][C:10]=1[OH:11])[C:5]([Cl:14])=[O:6]. (5) Given the reactants [CH3:1][O:2][C:3]1[CH:4]=[C:5]([NH:15][C:16]2[N:31]=[C:19]3[C:20]([C:25]4[CH2:26][CH2:27][NH:28][CH2:29][CH:30]=4)=[CH:21][C:22]([CH3:24])=[CH:23][N:18]3[N:17]=2)[CH:6]=[CH:7][C:8]=1[N:9]1[CH:13]=[C:12]([CH3:14])[N:11]=[CH:10]1.Br[CH2:33][C:34]#[N:35].C(=O)([O-])[O-].[K+].[K+].O, predict the reaction product. The product is: [CH3:1][O:2][C:3]1[CH:4]=[C:5]([NH:15][C:16]2[N:31]=[C:19]3[C:20]([C:25]4[CH2:26][CH2:27][N:28]([CH2:33][C:34]#[N:35])[CH2:29][CH:30]=4)=[CH:21][C:22]([CH3:24])=[CH:23][N:18]3[N:17]=2)[CH:6]=[CH:7][C:8]=1[N:9]1[CH:13]=[C:12]([CH3:14])[N:11]=[CH:10]1. (6) Given the reactants [NH2:1][C@H:2]1[CH2:6][N:5]([C:7]([O:9][C:10]([CH3:13])([CH3:12])[CH3:11])=[O:8])[C@H:4]([C:14]([O:16][CH3:17])=[O:15])[CH2:3]1.[O:18]1[C:27]2[CH:26]=[C:25]([CH:28]=O)[N:24]=[CH:23][C:22]=2[O:21][CH2:20][CH2:19]1.[BH3-]C#N.[Na+], predict the reaction product. The product is: [O:18]1[C:27]2[CH:26]=[C:25]([CH2:28][NH:1][C@H:2]3[CH2:6][N:5]([C:7]([O:9][C:10]([CH3:11])([CH3:12])[CH3:13])=[O:8])[C@H:4]([C:14]([O:16][CH3:17])=[O:15])[CH2:3]3)[N:24]=[CH:23][C:22]=2[O:21][CH2:20][CH2:19]1. (7) Given the reactants [CH:1]1([CH2:5][C:6]2[N:7]=[C:8]([C:32]3[O:36][C:35]([CH2:37][C:38]([CH3:44])([CH3:43])[C:39]([O:41]C)=[O:40])=[N:34][N:33]=3)[S:9][C:10]=2[C:11]2[CH:16]=[CH:15][C:14]([S:17](=[O:27])(=[O:26])[NH:18][C@H:19]([CH2:24][CH3:25])[C:20]([F:23])([F:22])[F:21])=[C:13]([F:28])[C:12]=2[CH:29]([F:31])[F:30])[CH2:4][CH2:3][CH2:2]1.[Li+].[OH-].O, predict the reaction product. The product is: [CH:1]1([CH2:5][C:6]2[N:7]=[C:8]([C:32]3[O:36][C:35]([CH2:37][C:38]([CH3:43])([CH3:44])[C:39]([OH:41])=[O:40])=[N:34][N:33]=3)[S:9][C:10]=2[C:11]2[CH:16]=[CH:15][C:14]([S:17](=[O:27])(=[O:26])[NH:18][C@H:19]([CH2:24][CH3:25])[C:20]([F:23])([F:22])[F:21])=[C:13]([F:28])[C:12]=2[CH:29]([F:30])[F:31])[CH2:4][CH2:3][CH2:2]1.